This data is from NCI-60 drug combinations with 297,098 pairs across 59 cell lines. The task is: Regression. Given two drug SMILES strings and cell line genomic features, predict the synergy score measuring deviation from expected non-interaction effect. (1) Drug 1: C(=O)(N)NO. Drug 2: CNC(=O)C1=NC=CC(=C1)OC2=CC=C(C=C2)NC(=O)NC3=CC(=C(C=C3)Cl)C(F)(F)F. Cell line: M14. Synergy scores: CSS=0.800, Synergy_ZIP=1.20, Synergy_Bliss=2.33, Synergy_Loewe=-1.44, Synergy_HSA=-0.979. (2) Drug 1: C1=CC(=CC=C1C#N)C(C2=CC=C(C=C2)C#N)N3C=NC=N3. Drug 2: C1=CC=C(C(=C1)C(C2=CC=C(C=C2)Cl)C(Cl)Cl)Cl. Cell line: SNB-75. Synergy scores: CSS=1.78, Synergy_ZIP=-1.91, Synergy_Bliss=-2.31, Synergy_Loewe=-2.16, Synergy_HSA=-1.69. (3) Drug 1: COC1=C2C(=CC3=C1OC=C3)C=CC(=O)O2. Cell line: NCI/ADR-RES. Synergy scores: CSS=13.9, Synergy_ZIP=2.61, Synergy_Bliss=5.35, Synergy_Loewe=-21.4, Synergy_HSA=-3.84. Drug 2: B(C(CC(C)C)NC(=O)C(CC1=CC=CC=C1)NC(=O)C2=NC=CN=C2)(O)O. (4) Drug 1: CC1=C(C(=CC=C1)Cl)NC(=O)C2=CN=C(S2)NC3=CC(=NC(=N3)C)N4CCN(CC4)CCO. Drug 2: CNC(=O)C1=NC=CC(=C1)OC2=CC=C(C=C2)NC(=O)NC3=CC(=C(C=C3)Cl)C(F)(F)F. Cell line: SW-620. Synergy scores: CSS=56.2, Synergy_ZIP=7.84, Synergy_Bliss=9.09, Synergy_Loewe=-4.67, Synergy_HSA=9.68.